Dataset: Reaction yield outcomes from USPTO patents with 853,638 reactions. Task: Predict the reaction yield, written as a fraction of the theoretical maximum amount of product (1.0 means a 100% yield; for example, 0.34 means a 34% yield). (1) The reactants are OC(C(F)(F)F)=O.[CH2:8]1[C:11]2([CH2:15][CH2:14][CH2:13][NH:12]2)[CH2:10][O:9]1.[F:16][CH:17]([F:46])[C:18]1[CH:23]=[CH:22][C:21]([C:24]2[O:28][C:27]([C:29]([N:31]3[CH2:34][CH:33]([O:35][C:36]4[CH:43]=[CH:42][C:39]([CH:40]=O)=[CH:38][C:37]=4[O:44][CH3:45])[CH2:32]3)=[O:30])=[N:26][N:25]=2)=[CH:20][CH:19]=1.C(N(CC)CC)C.[Na].C([O-])(O)=O.[Na+]. The catalyst is ClCCl. The product is [CH2:10]1[C:11]2([CH2:15][CH2:14][CH2:13][N:12]2[CH2:40][C:39]2[CH:42]=[CH:43][C:36]([O:35][CH:33]3[CH2:34][N:31]([C:29]([C:27]4[O:28][C:24]([C:21]5[CH:20]=[CH:19][C:18]([CH:17]([F:46])[F:16])=[CH:23][CH:22]=5)=[N:25][N:26]=4)=[O:30])[CH2:32]3)=[C:37]([O:44][CH3:45])[CH:38]=2)[CH2:8][O:9]1. The yield is 0.620. (2) The reactants are B(Br)(Br)Br.C[O:6][C:7]1[CH:8]=[N:9][CH:10]=[C:11]([C:13]#[C:14][C:15]2[CH:20]=[CH:19][CH:18]=[CH:17][CH:16]=2)[CH:12]=1.C(=O)(O)[O-].[Na+]. The catalyst is ClCCl. The product is [OH:6][C:7]1[CH:8]=[N:9][CH:10]=[C:11]([C:13]#[C:14][C:15]2[CH:20]=[CH:19][CH:18]=[CH:17][CH:16]=2)[CH:12]=1. The yield is 0.0400. (3) The reactants are [Cl:1][C:2]1[CH:3]=[C:4]2[C:9](=[CH:10][C:11]=1[O:12][C:13]1[CH:18]=[C:17]([CH3:19])[C:16]([CH3:20])=[CH:15][C:14]=1[Cl:21])[O:8][CH:7]([C:22]([F:25])([F:24])[F:23])[C:6]([C:26]([O:28]CC)=[O:27])=[CH:5]2.O.[OH-].[Li+].[Al].Cl. The catalyst is C(OCC)C.C1COCC1.CO.O. The product is [Cl:1][C:2]1[CH:3]=[C:4]2[C:9](=[CH:10][C:11]=1[O:12][C:13]1[CH:18]=[C:17]([CH3:19])[C:16]([CH3:20])=[CH:15][C:14]=1[Cl:21])[O:8][CH:7]([C:22]([F:24])([F:25])[F:23])[C:6]([C:26]([OH:28])=[O:27])=[CH:5]2. The yield is 0.346. (4) The reactants are [F:1][C:2]1[CH:7]=[CH:6][C:5]([CH2:8][C:9]2[C:18]3[C:13](=[CH:14][CH:15]=[CH:16][CH:17]=3)[C:12](=[O:19])[NH:11][N:10]=2)=[CH:4][C:3]=1[C:20]([N:22]1[CH2:27][CH2:26][NH:25][CH2:24][CH2:23]1)=[O:21].CN(C(ON1N=NC2C=CC=CC1=2)=[N+](C)C)C.F[P-](F)(F)(F)(F)F.C(N(CC)CC)C.[OH:59][CH2:60][C:61](O)=[O:62]. The catalyst is CN(C=O)C.O.ClCCl. The product is [F:1][C:2]1[CH:7]=[CH:6][C:5]([CH2:8][C:9]2[C:18]3[C:13](=[CH:14][CH:15]=[CH:16][CH:17]=3)[C:12](=[O:19])[NH:11][N:10]=2)=[CH:4][C:3]=1[C:20]([N:22]1[CH2:23][CH2:24][NH:25][CH2:26][CH:27]1[C:60](=[O:59])[CH2:61][OH:62])=[O:21]. The yield is 0.500. (5) The catalyst is CC(N(C)C)=O.O. The yield is 0.770. The reactants are Br[C:2]1[CH:3]=[C:4]([N+:9]([O-:11])=[O:10])[C:5]([NH2:8])=[N:6][CH:7]=1.[CH3:12][CH:13]1[CH2:18][CH2:17][N:16]([C:19]([N:21]2[CH2:27][C:26]3[CH:28]=[C:29](B(O)O)[CH:30]=[CH:31][C:25]=3[O:24][CH2:23][CH2:22]2)=[O:20])[CH2:15][CH2:14]1.C(=O)(O)[O-].[K+].CCN(C(C)C)C(C)C. The product is [CH3:12][CH:13]1[CH2:18][CH2:17][N:16]([C:19]([N:21]2[CH2:27][C:26]3[CH:28]=[C:29]([C:2]4[CH:3]=[C:4]([N+:9]([O-:11])=[O:10])[C:5]([NH2:8])=[N:6][CH:7]=4)[CH:30]=[CH:31][C:25]=3[O:24][CH2:23][CH2:22]2)=[O:20])[CH2:15][CH2:14]1. (6) The reactants are [Cl:1][C:2]1[CH:3]=[C:4]([C:9]2[N:10]=[N:11][CH:12]=[C:13]([CH2:15][O:16]COC)[CH:14]=2)[CH:5]=[CH:6][C:7]=1[F:8].Cl.O.C(OCC)(=O)C. The catalyst is O1CCOCC1. The product is [Cl:1][C:2]1[CH:3]=[C:4]([C:9]2[N:10]=[N:11][CH:12]=[C:13]([CH2:15][OH:16])[CH:14]=2)[CH:5]=[CH:6][C:7]=1[F:8]. The yield is 0.260. (7) The reactants are [NH2:1][C:2]1[CH:3]=[C:4]([C:8]([CH3:12])([CH3:11])[C:9]#[N:10])[CH:5]=[CH:6][CH:7]=1.C(=O)([O-])[O-].[K+].[K+].Cl[C:20]([O:22][C:23]1[CH:28]=[CH:27][CH:26]=[CH:25][CH:24]=1)=[O:21]. The catalyst is C1COCC1. The product is [C:9]([C:8]([C:4]1[CH:3]=[C:2]([NH:1][C:20](=[O:21])[O:22][C:23]2[CH:28]=[CH:27][CH:26]=[CH:25][CH:24]=2)[CH:7]=[CH:6][CH:5]=1)([CH3:12])[CH3:11])#[N:10]. The yield is 0.960.